Dataset: TCR-epitope binding with 47,182 pairs between 192 epitopes and 23,139 TCRs. Task: Binary Classification. Given a T-cell receptor sequence (or CDR3 region) and an epitope sequence, predict whether binding occurs between them. (1) The epitope is SEPVLKGVKL. The TCR CDR3 sequence is CASSLDPGGGYYEQYF. Result: 0 (the TCR does not bind to the epitope). (2) The epitope is AMFWSVPTV. The TCR CDR3 sequence is CASSEGVGLAFEQFF. Result: 1 (the TCR binds to the epitope). (3) The epitope is LPPAYTNSF. The TCR CDR3 sequence is CASSLIGTGEGETQYF. Result: 1 (the TCR binds to the epitope). (4) The epitope is DATYQRTRALVR. The TCR CDR3 sequence is CASSLHPRGGLTPISYEQYF. Result: 0 (the TCR does not bind to the epitope). (5) The epitope is LPPIVAKEI. The TCR CDR3 sequence is CASAKRTDYEQYF. Result: 0 (the TCR does not bind to the epitope). (6) Result: 0 (the TCR does not bind to the epitope). The epitope is YLNTLTLAV. The TCR CDR3 sequence is CASSPGQSSGNTIYF.